From a dataset of Catalyst prediction with 721,799 reactions and 888 catalyst types from USPTO. Predict which catalyst facilitates the given reaction. (1) Product: [F:38][C:39]([F:44])([F:43])[C:40]([OH:42])=[O:41].[NH2:7][C@H:8]([CH2:27][C:28]1[CH:33]=[C:32]([F:34])[C:31]([F:35])=[CH:30][C:29]=1[F:36])[CH2:9][C:10]([N:12]1[CH2:21][C:20]2[N:16]([CH:17]=[N:18][N:19]=2)[C:15]2[CH:22]=[C:23]([F:26])[CH:24]=[CH:25][C:14]=2[CH2:13]1)=[O:11]. Reactant: C(OC(=O)[NH:7][CH:8]([CH2:27][C:28]1[CH:33]=[C:32]([F:34])[C:31]([F:35])=[CH:30][C:29]=1[F:36])[CH2:9][C:10]([N:12]1[CH2:21][C:20]2[N:16]([CH:17]=[N:18][N:19]=2)[C:15]2[CH:22]=[C:23]([F:26])[CH:24]=[CH:25][C:14]=2[CH2:13]1)=[O:11])(C)(C)C.[F:38][C:39]([F:44])([F:43])[C:40]([OH:42])=[O:41].CO. The catalyst class is: 2. (2) Reactant: [CH3:1][N:2]([CH3:18])[C:3]([C@@H:5]1[CH2:9][C@@H:8]([OH:10])[CH2:7][N:6]1C(OC(C)(C)C)=O)=[O:4].[ClH:19]. Product: [ClH:19].[OH:10][C@H:8]1[CH2:7][NH:6][C@H:5]([C:3]([N:2]([CH3:18])[CH3:1])=[O:4])[CH2:9]1. The catalyst class is: 25.